This data is from Reaction yield outcomes from USPTO patents with 853,638 reactions. The task is: Predict the reaction yield, written as a fraction of the theoretical maximum amount of product (1.0 means a 100% yield; for example, 0.34 means a 34% yield). The reactants are [Cl-].[CH2:2]([N+:6]1[CH:10]=[CH:9][N:8]([CH3:11])[CH:7]=1)[CH2:3][CH2:4][CH3:5].[C:12]([OH:15])(=[O:14])[CH3:13]. The catalyst is [Ni]. The product is [C:12]([O-:15])(=[O:14])[CH3:13].[CH2:2]([N+:6]1[CH:10]=[CH:9][N:8]([CH3:11])[CH:7]=1)[CH2:3][CH2:4][CH3:5]. The yield is 0.700.